Dataset: Full USPTO retrosynthesis dataset with 1.9M reactions from patents (1976-2016). Task: Predict the reactants needed to synthesize the given product. Given the product [S:13]1[C:17]2[CH:18]=[CH:19][C:20]([C:22]([N:26]3[CH2:31][CH2:30][C:29](=[O:32])[CH2:28][CH2:27]3)=[O:24])=[CH:21][C:16]=2[N:15]=[N:14]1, predict the reactants needed to synthesize it. The reactants are: C1N=CN(C(N2C=NC=C2)=O)C=1.[S:13]1[C:17]2[CH:18]=[CH:19][C:20]([C:22]([OH:24])=O)=[CH:21][C:16]=2[N:15]=[N:14]1.Cl.[NH:26]1[CH2:31][CH2:30][C:29](=[O:32])[CH2:28][CH2:27]1.C(N(CC)CC)C.